From a dataset of Reaction yield outcomes from USPTO patents with 853,638 reactions. Predict the reaction yield, written as a fraction of the theoretical maximum amount of product (1.0 means a 100% yield; for example, 0.34 means a 34% yield). (1) The catalyst is C(OCC)(=O)C.Cl[Pd](Cl)([P](C1C=CC=CC=1)(C1C=CC=CC=1)C1C=CC=CC=1)[P](C1C=CC=CC=1)(C1C=CC=CC=1)C1C=CC=CC=1. The yield is 0.460. The product is [CH3:34][C:35]1([CH3:42])[O:39][CH:38](/[CH:40]=[CH:41]/[C:10]2[CH:9]=[C:8]3[C:13](=[CH:12][CH:11]=2)[C:14](=[O:24])[C:15]2[C:16]4[CH:23]=[CH:22][CH:21]=[CH:20][C:17]=4[O:18][C:19]=2[C:7]3([CH3:33])[CH3:6])[CH2:37][O:36]1. The reactants are CN(C=O)C.[CH3:6][C:7]1([CH3:33])[C:19]2[O:18][C:17]3[CH:20]=[CH:21][CH:22]=[CH:23][C:16]=3[C:15]=2[C:14](=[O:24])[C:13]2[C:8]1=[CH:9][C:10](OS(C(F)(F)F)(=O)=O)=[CH:11][CH:12]=2.[CH3:34][C:35]1([CH3:42])[O:39][CH:38]([CH:40]=[CH2:41])[CH2:37][O:36]1.C([O-])(O)=O.[Na+]. (2) The reactants are [Br:1][C:2]1[C:11]2[C:6](=[CH:7][C:8]([S:12]([CH3:15])(=[O:14])=[O:13])=[CH:9][CH:10]=2)[CH:5]=[CH:4][C:3]=1[NH:16][C:17](=[O:23])[O:18][C:19]([CH3:22])([CH3:21])[CH3:20].[H-].[Na+].[Cl:26][CH:27]=[CH:28][CH2:29]Cl. The catalyst is CN(C=O)C.[Na+].[Cl-]. The product is [Br:1][C:2]1[C:11]2[C:6](=[CH:7][C:8]([S:12]([CH3:15])(=[O:14])=[O:13])=[CH:9][CH:10]=2)[CH:5]=[CH:4][C:3]=1[N:16]([CH2:29][CH:28]=[CH:27][Cl:26])[C:17](=[O:23])[O:18][C:19]([CH3:20])([CH3:22])[CH3:21]. The yield is 9.70. (3) The reactants are [O:1]=[C:2]1[N:7]2[CH2:8][CH:9]=[N:10][C:6]2=[N:5][C:4]([CH2:11][CH2:12][N:13]2[C:21]3[C:16](=[CH:17][C:18]([C:22](OCC)=[O:23])=[CH:19][CH:20]=3)[CH:15]=[N:14]2)=[CH:3]1.[S:27]([OH:31])(O)(=O)=[O:28].NC1[NH:34][CH:35]=[CH:36][N:37]=1.[C:38]([O-:41])(=[O:40])C.[NH4+]. No catalyst specified. The product is [O:1]=[C:2]1[N:7]2[CH2:8][CH:9]=[N:10][C:6]2=[N:5][C:4]([CH2:11][CH2:12][N:13]2[C:21]3[C:16](=[CH:17][C:18]([C:22]([NH:34][CH2:35][C@H:36]([NH:37][S:27]([C:16]4[CH:21]=[CH:20][CH:19]=[CH:18][CH:17]=4)(=[O:31])=[O:28])[C:38]([OH:41])=[O:40])=[O:23])=[CH:19][CH:20]=3)[CH:15]=[N:14]2)=[CH:3]1. The yield is 0.650. (4) The reactants are [CH2:1]([C:3]1[C:8](=[O:9])[NH:7][C:6]([CH3:10])=[C:5]([C:11]2[O:15][C:14]([S:16]([Cl:19])(=[O:18])=[O:17])=[CH:13][CH:12]=2)[CH:4]=1)[CH3:2].[N:20]1[CH:25]=[CH:24][CH:23]=[CH:22][C:21]=1[CH2:26][NH2:27]. No catalyst specified. The product is [ClH:19].[N:20]1[CH:25]=[CH:24][CH:23]=[CH:22][C:21]=1[CH2:26][NH:27][S:16]([C:14]1[O:15][C:11]([C:5]2[CH:4]=[C:3]([CH2:1][CH3:2])[C:8](=[O:9])[NH:7][C:6]=2[CH3:10])=[CH:12][CH:13]=1)(=[O:18])=[O:17]. The yield is 0.780. (5) The catalyst is CO. The yield is 0.800. The reactants are [CH3:1][C:2]1[N:6]([CH2:7][CH:8]=[CH:9][CH2:10][CH2:11][O:12]C2CCCCO2)[C:5](=[O:19])[O:4][N:3]=1.C1(C)C=CC(S(O)(=O)=O)=CC=1.C(=O)(O)[O-].[Na+]. The product is [OH:12][CH2:11][CH2:10][CH:9]=[CH:8][CH2:7][N:6]1[C:5](=[O:19])[O:4][N:3]=[C:2]1[CH3:1]. (6) The catalyst is C(O)(=O)C.CCOC(C)=O.[Fe]. The reactants are [O:1]([C:5]1[CH:10]=[CH:9][C:8]([N+:11]([O-])=O)=[CH:7][N:6]=1)[CH:2]([CH3:4])[CH3:3]. The yield is 0.990. The product is [O:1]([C:5]1[CH:10]=[CH:9][C:8]([NH2:11])=[CH:7][N:6]=1)[CH:2]([CH3:4])[CH3:3].